This data is from Reaction yield outcomes from USPTO patents with 853,638 reactions. The task is: Predict the reaction yield, written as a fraction of the theoretical maximum amount of product (1.0 means a 100% yield; for example, 0.34 means a 34% yield). The reactants are [N:1]1[CH:6]=[CH:5][CH:4]=[CH:3][C:2]=1[C:7]1[CH:15]=[CH:14][CH:13]=[CH:12][C:8]=1[C:9]([OH:11])=O.CCN=C=NCCCN(C)C.C1C=CC2N(O)N=NC=2C=1.CCN(CC)CC.[NH2:44][CH2:45][CH:46]([OH:58])[CH2:47][N:48]1[CH2:57][CH2:56][C:55]2[C:50](=[CH:51][CH:52]=[CH:53][CH:54]=2)[CH2:49]1. The catalyst is C(Cl)Cl. The product is [CH2:49]1[C:50]2[C:55](=[CH:54][CH:53]=[CH:52][CH:51]=2)[CH2:56][CH2:57][N:48]1[CH2:47][CH:46]([OH:58])[CH2:45][NH:44][C:9](=[O:11])[C:8]1[CH:12]=[CH:13][CH:14]=[CH:15][C:7]=1[C:2]1[CH:3]=[CH:4][CH:5]=[CH:6][N:1]=1. The yield is 0.275.